Dataset: Full USPTO retrosynthesis dataset with 1.9M reactions from patents (1976-2016). Task: Predict the reactants needed to synthesize the given product. (1) Given the product [CH3:36][C:37]1[CH:51]=[C:50]([N+:52]([O-:54])=[O:53])[CH:49]=[CH:48][C:38]=1[O:39][C:40]1[CH:47]=[CH:46][CH:45]=[C:42]([CH:43]=[CH:2][CH:3]([CH3:5])[CH3:4])[CH:41]=1, predict the reactants needed to synthesize it. The reactants are: [Br-].[CH2:2]([P+](C1C=CC=CC=1)(C1C=CC=CC=1)C1C=CC=CC=1)[CH:3]([CH3:5])[CH3:4].C([Li])CCC.CCCCCC.[CH3:36][C:37]1[CH:51]=[C:50]([N+:52]([O-:54])=[O:53])[CH:49]=[CH:48][C:38]=1[O:39][C:40]1[CH:41]=[C:42]([CH:45]=[CH:46][CH:47]=1)[CH:43]=O.[Cl-].[NH4+]. (2) Given the product [F:50][C:33]1[CH:34]=[C:35]([N:38]2[CH2:42][C@H:41]([CH2:43][N:44]3[CH:48]=[CH:47][N:46]=[N:45]3)[O:40][C:39]2=[O:49])[CH:36]=[CH:37][C:32]=1[C:29]1[CH:30]=[CH:31][C:26]([C:23]2[CH2:22][C@@H:21]([CH2:20][NH:19][C:18](=[O:51])[C@H:9]([CH2:10][C:11]([OH:13])=[O:12])[NH2:8])[O:25][N:24]=2)=[N:27][CH:28]=1, predict the reactants needed to synthesize it. The reactants are: C(OC([NH:8][C@H:9]([C:18](=[O:51])[NH:19][CH2:20][C@H:21]1[O:25][N:24]=[C:23]([C:26]2[CH:31]=[CH:30][C:29]([C:32]3[CH:37]=[CH:36][C:35]([N:38]4[CH2:42][C@H:41]([CH2:43][N:44]5[CH:48]=[CH:47][N:46]=[N:45]5)[O:40][C:39]4=[O:49])=[CH:34][C:33]=3[F:50])=[CH:28][N:27]=2)[CH2:22]1)[CH2:10][C:11]([O:13]C(C)(C)C)=[O:12])=O)(C)(C)C. (3) Given the product [Cl:17][C:14]1[C:13]([NH:18][S:19]([CH3:22])(=[O:21])=[O:20])=[CH:12][C:11]([C:8]2[N:5]3[CH:6]=[CH:7][C:2]([C:25]4[CH:26]=[N:27][CH:28]=[CH:29][CH:24]=4)=[CH:3][C:4]3=[N:10][CH:9]=2)=[CH:16][N:15]=1, predict the reactants needed to synthesize it. The reactants are: Br[C:2]1[CH:7]=[CH:6][N:5]2[C:8]([C:11]3[CH:12]=[C:13]([NH:18][S:19]([CH3:22])(=[O:21])=[O:20])[C:14]([Cl:17])=[N:15][CH:16]=3)=[CH:9][N:10]=[C:4]2[CH:3]=1.Br[C:24]1[CH:29]=[CH:28][N:27]2C([C:29]3[CH:24]=[C:25](N)[C:26](Cl)=[N:27][CH:28]=3)=CN=[C:26]2[CH:25]=1.CS(Cl)(=O)=O. (4) Given the product [Br:49][C:50]1[CH:55]=[CH:54][C:53]([C@H:56]2[CH2:61][CH2:60][N:59]([C:30]([C:29]3[CH:33]=[CH:34][C:26]([Cl:25])=[C:27]([NH:35][C:36](=[O:37])[C:38]4[CH:43]=[CH:42][C:41]([NH:44][CH:45]([CH3:47])[CH3:46])=[N:40][CH:39]=4)[CH:28]=3)=[O:32])[CH2:58][C@@H:57]2[OH:62])=[CH:52][CH:51]=1, predict the reactants needed to synthesize it. The reactants are: F[P-](F)(F)(F)(F)F.N1(OC(N(C)C)=[N+](C)C)C2C=CC=CC=2N=N1.[Cl:25][C:26]1[CH:34]=[CH:33][C:29]([C:30]([OH:32])=O)=[CH:28][C:27]=1[NH:35][C:36]([C:38]1[CH:39]=[N:40][C:41]([NH:44][CH:45]([CH3:47])[CH3:46])=[CH:42][CH:43]=1)=[O:37].Cl.[Br:49][C:50]1[CH:55]=[CH:54][C:53]([C@H:56]2[CH2:61][CH2:60][NH:59][CH2:58][C@@H:57]2[OH:62])=[CH:52][CH:51]=1.C(N(CC)C(C)C)(C)C.C([O-])([O-])=O.[Na+].[Na+]. (5) Given the product [C:29]([OH:34])(=[O:33])[C:30]([OH:32])=[O:31].[CH3:35][C:36]1([CH3:38])[N:15]=[C:14]([NH:13][CH2:6][C:7]2[CH:8]=[CH:9][CH:10]=[CH:11][CH:12]=2)[NH:16][C:17]([NH:19][CH2:20][CH2:21][CH2:22][CH2:23][CH2:24][CH2:25][CH2:26][CH2:27][CH2:28][CH2:29][CH3:30])=[N:18]1, predict the reactants needed to synthesize it. The reactants are: CO.Cl.Cl.Cl.[CH2:6]([NH:13][C:14]([NH:16][C:17]([NH:19][CH2:20][CH2:21][CH2:22][CH2:23][CH2:24][CH2:25][CH2:26][CH2:27][CH3:28])=[NH:18])=[NH:15])[C:7]1[CH:12]=[CH:11][CH:10]=[CH:9][CH:8]=1.[C:29]([OH:34])(=[O:33])[C:30]([OH:32])=[O:31].[CH3:35][C:36]([CH3:38])=O. (6) Given the product [CH3:1][O:2][C:3]1[CH:4]=[CH:5][C:6]([CH2:7][NH:9][CH2:10][CH2:11][CH2:12][N:13]2[CH2:18][CH2:17][CH2:16][CH2:15][CH2:14]2)=[CH:19][CH:20]=1, predict the reactants needed to synthesize it. The reactants are: [CH3:1][O:2][C:3]1[CH:20]=[CH:19][C:6]([C:7]([NH:9][CH2:10][CH2:11][CH2:12][N:13]2[CH2:18][CH2:17][CH2:16][CH2:15][CH2:14]2)=O)=[CH:5][CH:4]=1.B. (7) Given the product [F:1][C:2]1[CH:7]=[CH:6][C:5]([C:8]2[C:12]([CH2:13][O:14][C:15]3[CH:23]=[CH:22][C:18]([C:19]([NH:58][C:59]([CH3:63])([CH3:62])[CH2:60][OH:61])=[O:20])=[CH:17][N:16]=3)=[C:11]([CH2:24][OH:25])[O:10][N:9]=2)=[CH:4][CH:3]=1, predict the reactants needed to synthesize it. The reactants are: [F:1][C:2]1[CH:7]=[CH:6][C:5]([C:8]2[C:12]([CH2:13][O:14][C:15]3[CH:23]=[CH:22][C:18]([C:19](O)=[O:20])=[CH:17][N:16]=3)=[C:11]([CH2:24][OH:25])[O:10][N:9]=2)=[CH:4][CH:3]=1.O.ON1C2C=CC=CC=2N=N1.C(N(C(C)C)C(C)C)C.Cl.CN(C)CCCN=C=NCC.[NH2:58][C:59]([CH3:63])([CH3:62])[CH2:60][OH:61]. (8) The reactants are: [F:1][C:2]1[CH:19]=[CH:18][C:5]([O:6][C:7]2[C:16]3[C:11](=[C:12]([NH2:17])[CH:13]=[CH:14][CH:15]=3)[N:10]=[CH:9][CH:8]=2)=[CH:4][C:3]=1[C:20]([F:23])([F:22])[F:21].[Cl:24][C:25]1[C:30]([C:31](O)=[O:32])=[C:29]([F:34])[C:28]([CH2:35][NH:36][C:37](=[O:42])[C:38]([CH3:41])([CH3:40])[CH3:39])=[CH:27][CH:26]=1.C(Cl)(=O)C(Cl)=O.CCN(C(C)C)C(C)C. Given the product [Cl:24][C:25]1[C:30]([C:31]([NH:17][C:12]2[CH:13]=[CH:14][CH:15]=[C:16]3[C:11]=2[N:10]=[CH:9][CH:8]=[C:7]3[O:6][C:5]2[CH:18]=[CH:19][C:2]([F:1])=[C:3]([C:20]([F:23])([F:21])[F:22])[CH:4]=2)=[O:32])=[C:29]([F:34])[C:28]([CH2:35][NH:36][C:37](=[O:42])[C:38]([CH3:40])([CH3:39])[CH3:41])=[CH:27][CH:26]=1, predict the reactants needed to synthesize it. (9) Given the product [C:51]([C:18]1[CH:19]=[CH:5][C:6]([C:7]([NH:9][C@@H:10]2[CH2:15][CH2:14][CH2:13][N:12]([C:21]3[CH:22]=[C:23]([NH:29][C:30]4[CH:34]=[C:33]([CH3:35])[N:32]([CH3:36])[N:31]=4)[C:24](=[O:28])[N:25]([CH3:27])[N:26]=3)[CH2:11]2)=[O:8])=[CH:16][CH:17]=1)([CH3:60])([CH3:52])[CH3:50], predict the reactants needed to synthesize it. The reactants are: C([C:5]1[CH:19]=[CH:18][CH:17]=[CH:16][C:6]=1[C:7]([NH:9][CH:10]1[CH2:15][CH2:14][CH2:13][NH:12][CH2:11]1)=[O:8])(C)(C)C.Cl[C:21]1[CH:22]=[C:23]([NH:29][C:30]2[CH:34]=[C:33]([CH3:35])[N:32]([CH3:36])[N:31]=2)[C:24](=[O:28])[N:25]([CH3:27])[N:26]=1.C(=O)([O-])[O-].[Cs+].[Cs+].C1(P(C2C=CC=CC=2)[C:50]2C=CC3[C:52](=CC=CC=3)[C:51]=2[C:60]2C3C(=CC=CC=3)C=CC=2P(C2C=CC=CC=2)C2C=CC=CC=2)C=CC=CC=1. (10) Given the product [CH2:22]([O:14][C:5]1[C:4]([N+:1]([O-:3])=[O:2])=[CH:11][C:8]([CH:9]=[O:10])=[CH:7][C:6]=1[O:12][CH3:13])[CH3:23], predict the reactants needed to synthesize it. The reactants are: [N+:1]([C:4]1[C:5]([OH:14])=[C:6]([O:12][CH3:13])[CH:7]=[C:8]([CH:11]=1)[CH:9]=[O:10])([O-:3])=[O:2].C([O-])([O-])=O.[K+].[K+].Br[CH2:22][CH3:23].O.